From a dataset of Peptide-MHC class I binding affinity with 185,985 pairs from IEDB/IMGT. Regression. Given a peptide amino acid sequence and an MHC pseudo amino acid sequence, predict their binding affinity value. This is MHC class I binding data. (1) The peptide sequence is QIVTFFQEV. The MHC is HLA-A02:01 with pseudo-sequence HLA-A02:01. The binding affinity (normalized) is 0.341. (2) The peptide sequence is SFNHVLKRK. The MHC is HLA-A03:01 with pseudo-sequence HLA-A03:01. The binding affinity (normalized) is 0.565. (3) The binding affinity (normalized) is 0.596. The peptide sequence is WRRRWQQL. The MHC is HLA-B27:05 with pseudo-sequence HLA-B27:05. (4) The MHC is HLA-A24:02 with pseudo-sequence HLA-A24:02. The binding affinity (normalized) is 0.0570. The peptide sequence is DTPLIPLTIF. (5) The peptide sequence is GFAIPIILK. The MHC is HLA-B15:17 with pseudo-sequence HLA-B15:17. The binding affinity (normalized) is 0.0847. (6) The peptide sequence is KALGPAATL. The MHC is HLA-A29:02 with pseudo-sequence HLA-A29:02. The binding affinity (normalized) is 0.